From a dataset of Full USPTO retrosynthesis dataset with 1.9M reactions from patents (1976-2016). Predict the reactants needed to synthesize the given product. (1) Given the product [Cl:18][C:13]1[CH:14]=[CH:15][CH:16]=[CH:17][C:12]=1[C:11]1[C:6]2[CH:5]=[CH:4][C:3](=[O:29])[N:21]([C:22]3[CH:27]=[CH:26][CH:25]=[CH:24][C:23]=3[Cl:28])[C:7]=2[N:8]=[C:9]([O:33][CH2:32][CH2:31][OH:34])[N:10]=1, predict the reactants needed to synthesize it. The reactants are: CO[C:3](=[O:29])/[CH:4]=[CH:5]/[C:6]1[C:7]([NH:21][C:22]2[CH:27]=[CH:26][CH:25]=[CH:24][C:23]=2[Cl:28])=[N:8][C:9](SC)=[N:10][C:11]=1[C:12]1[CH:17]=[CH:16][CH:15]=[CH:14][C:13]=1[Cl:18].[Na].[CH2:31]([OH:34])[CH2:32][OH:33]. (2) Given the product [CH3:22][O:21][C:17]1[CH:16]=[C:15]2[C:20]([C:11]([O:10][CH2:9][CH2:8][N:6]3[C:5](=[O:23])[CH:4]=[CH:3][C:2]([C:26]4[CH:27]=[CH:28][S:24][CH:25]=4)=[N:7]3)=[CH:12][CH:13]=[N:14]2)=[CH:19][CH:18]=1, predict the reactants needed to synthesize it. The reactants are: Cl[C:2]1[CH:3]=[CH:4][C:5](=[O:23])[N:6]([CH2:8][CH2:9][O:10][C:11]2[C:20]3[C:15](=[CH:16][C:17]([O:21][CH3:22])=[CH:18][CH:19]=3)[N:14]=[CH:13][CH:12]=2)[N:7]=1.[S:24]1[CH:28]=[CH:27][C:26](B(O)O)=[CH:25]1.C([O-])([O-])=O.[Na+].[Na+]. (3) Given the product [I:1][C:2]1[CH:3]=[CH:4][C:5]2[CH:30]3[CH2:31][CH:28]([CH2:29]3)[C:8]3[N:9]([CH2:17][C:18]4[C:26]5[C:21](=[CH:22][CH:23]=[CH:24][CH:25]=5)[N:20]([CH3:27])[N:19]=4)[C:10]([C:12]([NH2:33])=[O:14])=[N:11][C:7]=3[C:6]=2[CH:32]=1, predict the reactants needed to synthesize it. The reactants are: [I:1][C:2]1[CH:3]=[CH:4][C:5]2[CH:30]3[CH2:31][CH:28]([CH2:29]3)[C:8]3[N:9]([CH2:17][C:18]4[C:26]5[C:21](=[CH:22][CH:23]=[CH:24][CH:25]=5)[N:20]([CH3:27])[N:19]=4)[C:10]([C:12]([O:14]CC)=O)=[N:11][C:7]=3[C:6]=2[CH:32]=1.[NH3:33]. (4) Given the product [CH3:1][O:2][C:3]1[C:8]([N+:9]([O-:11])=[O:10])=[N:7][C:6]([CH2:12][S:13](/[CH:16]=[CH:17]/[C:23]2[C:26]([O:32][CH3:33])=[CH:27][C:28]([O:30][CH3:31])=[CH:29][C:22]=2[O:21][CH3:20])(=[O:14])=[O:15])=[CH:5][CH:4]=1, predict the reactants needed to synthesize it. The reactants are: [CH3:1][O:2][C:3]1[CH:4]=[CH:5][C:6]([CH2:12][S:13]([CH2:16][C:17](O)=O)(=[O:15])=[O:14])=[N:7][C:8]=1[N+:9]([O-:11])=[O:10].[CH3:20][O:21][C:22]1[CH:29]=[C:28]([O:30][CH3:31])[CH:27]=[C:26]([O:32][CH3:33])[C:23]=1C=O.C(OC(=O)C)(=O)C. (5) Given the product [Cl:18][C:15]1[CH:14]=[CH:13][C:12]([C:9]2[CH2:10][CH2:11][C:6]([CH2:4][OH:3])([CH2:19][OH:20])[CH2:7][CH:8]=2)=[CH:17][CH:16]=1, predict the reactants needed to synthesize it. The reactants are: C([O:3][C:4]([C:6]1([C:19](OCC)=[O:20])[CH2:11][CH2:10][C:9]([C:12]2[CH:17]=[CH:16][C:15]([Cl:18])=[CH:14][CH:13]=2)=[CH:8][CH2:7]1)=O)C. (6) Given the product [NH2:10][CH2:9][CH2:8][CH2:7][C:2]1[CH:3]=[N:4][CH:5]=[CH:6][N:1]=1, predict the reactants needed to synthesize it. The reactants are: [N:1]1[CH:6]=[CH:5][N:4]=[CH:3][C:2]=1[CH2:7][CH2:8][CH2:9][N:10]1C(=O)C2=CC=CC=C2C1=O.NN. (7) Given the product [C:1]1([S:7]([C:10]2[CH:33]=[C:32]3[CH:31]=[CH:30][S:29][C:28]3=[CH:27][N:11]=2)(=[O:8])=[O:9])[CH:2]=[CH:3][CH:4]=[CH:5][CH:6]=1, predict the reactants needed to synthesize it. The reactants are: [C:1]1([S:7]([C:10]#[N:11])(=[O:9])=[O:8])[CH:6]=[CH:5][CH:4]=[CH:3][CH:2]=1.ClC(OCC(C)C)=O.C1(N=[CH:27][C:28]2[S:29][CH:30]=[CH:31][C:32]=2[CH3:33])C=CC=CC=1.